This data is from Catalyst prediction with 721,799 reactions and 888 catalyst types from USPTO. The task is: Predict which catalyst facilitates the given reaction. Product: [OH:36][CH2:35][C:34]1[CH:38]=[CH:39][C:31]([CH2:30][CH2:29][NH:28][C:26]([C:23]2[CH:24]=[CH:25][C:20]([C:17]3[CH:16]=[CH:15][C:14]([Cl:13])=[CH:19][CH:18]=3)=[CH:21][CH:22]=2)=[O:27])=[CH:32][CH:33]=1. Reactant: C1N=CN(C(N2C=NC=C2)=O)C=1.[Cl:13][C:14]1[CH:19]=[CH:18][C:17]([C:20]2[CH:25]=[CH:24][C:23]([C:26]([NH:28][CH2:29][CH2:30][C:31]3[CH:39]=[CH:38][C:34]([C:35](O)=[O:36])=[CH:33][CH:32]=3)=[O:27])=[CH:22][CH:21]=2)=[CH:16][CH:15]=1.[BH4-].[Na+].Cl. The catalyst class is: 20.